Task: Predict which catalyst facilitates the given reaction.. Dataset: Catalyst prediction with 721,799 reactions and 888 catalyst types from USPTO (1) Reactant: [C:1]1([C@H:7]2[CH2:12][CH2:11][C@H:10]([CH2:13][C:14]([O:16][CH2:17][CH3:18])=[O:15])[CH2:9][CH2:8]2)[CH:6]=[CH:5][CH:4]=[CH:3][CH:2]=1.ClCCl.[Al+3].[Cl-].[Cl-].[Cl-].[C:26](Cl)(=[O:28])[CH3:27]. Product: [C:26]([C:4]1[CH:5]=[CH:6][C:1]([C@H:7]2[CH2:8][CH2:9][C@H:10]([CH2:13][C:14]([O:16][CH2:17][CH3:18])=[O:15])[CH2:11][CH2:12]2)=[CH:2][CH:3]=1)(=[O:28])[CH3:27]. The catalyst class is: 13. (2) Reactant: [CH3:1][O:2][C:3]1[CH:4]=[C:5]2[C:10](=[CH:11][C:12]=1[O:13][CH3:14])[N:9]=[CH:8][CH:7]=[C:6]2[O:15][C:16]1[CH:23]=[CH:22][C:21]([O:24][CH3:25])=[CH:20][C:17]=1[CH:18]=[O:19].[CH2:26]([Mg]Br)[CH3:27].[Cl-].[NH4+]. Product: [CH3:1][O:2][C:3]1[CH:4]=[C:5]2[C:10](=[CH:11][C:12]=1[O:13][CH3:14])[N:9]=[CH:8][CH:7]=[C:6]2[O:15][C:16]1[CH:23]=[CH:22][C:21]([O:24][CH3:25])=[CH:20][C:17]=1[CH:18]([OH:19])[CH2:26][CH3:27]. The catalyst class is: 7. (3) Reactant: [NH2:1][C:2]1[N:7]=[C:6]([N:8]2[C:16]3[C:11](=[CH:12][CH:13]=[C:14]([Br:17])[CH:15]=3)[C:10]([C:18]([OH:20])=O)=[N:9]2)[CH:5]=[CH:4][N:3]=1.S(Cl)(Cl)=O.Cl.[NH:26]1[CH2:29][CH:28]([OH:30])[CH2:27]1.CCN(C(C)C)C(C)C. Product: [NH2:1][C:2]1[N:7]=[C:6]([N:8]2[C:16]3[C:11](=[CH:12][CH:13]=[C:14]([Br:17])[CH:15]=3)[C:10]([C:18]([N:26]3[CH2:29][CH:28]([OH:30])[CH2:27]3)=[O:20])=[N:9]2)[CH:5]=[CH:4][N:3]=1. The catalyst class is: 59.